This data is from Full USPTO retrosynthesis dataset with 1.9M reactions from patents (1976-2016). The task is: Predict the reactants needed to synthesize the given product. (1) Given the product [C:14]([C:13]([C:12](=[O:17])[CH3:11])=[CH:1][C:3]1[CH:10]=[CH:9][C:6]([C:7]#[N:8])=[CH:5][CH:4]=1)(=[O:16])[CH3:15], predict the reactants needed to synthesize it. The reactants are: [C:1]([C:3]1[CH:10]=[CH:9][C:6]([C:7]#[N:8])=[CH:5][CH:4]=1)#N.[CH3:11][C:12](=[O:17])[CH2:13][C:14](=[O:16])[CH3:15].N1CCCCC1.C1(C)C=CC(S(O)(=O)=O)=CC=1. (2) Given the product [CH:77]1([NH:76][C:74]([C:69]2[CH:68]=[C:67]([C:64]3[CH:65]=[CH:66][C:61]([C:59]4[O:60][C:56]([CH2:55][NH:54][C:8](=[O:10])[CH2:7][C:1]5[CH:2]=[CH:3][CH:4]=[CH:5][CH:6]=5)=[N:57][N:58]=4)=[CH:62][CH:63]=3)[C:72]([CH3:73])=[CH:71][CH:70]=2)=[O:75])[CH2:79][CH2:78]1, predict the reactants needed to synthesize it. The reactants are: [C:1]1([CH2:7][C:8]([OH:10])=O)[CH:6]=[CH:5][CH:4]=[CH:3][CH:2]=1.CN(C(ON1N=NC2C=CC=NC1=2)=[N+](C)C)C.F[P-](F)(F)(F)(F)F.C1C=CC2N(O)N=NC=2C=1.CCN(C(C)C)C(C)C.[NH2:54][CH2:55][C:56]1[O:60][C:59]([C:61]2[CH:66]=[CH:65][C:64]([C:67]3[C:72]([CH3:73])=[CH:71][CH:70]=[C:69]([C:74]([NH:76][CH:77]4[CH2:79][CH2:78]4)=[O:75])[CH:68]=3)=[CH:63][CH:62]=2)=[N:58][N:57]=1. (3) Given the product [Cl:1][C:2]1[C:3]([C:4]([N:41]2[CH2:42][CH2:43][C:39]([F:44])([F:38])[CH2:40]2)=[O:5])=[CH:7][C:8]([O:21][CH2:22][C:23]2[CH:28]=[CH:27][CH:26]=[CH:25][CH:24]=2)=[C:9]([CH:10]=1)[C:11]([O:13][CH2:14][C:15]1[CH:20]=[CH:19][CH:18]=[CH:17][CH:16]=1)=[O:12], predict the reactants needed to synthesize it. The reactants are: [Cl:1][C:2]1[CH:10]=[C:9]([C:11]([O:13][CH2:14][C:15]2[CH:20]=[CH:19][CH:18]=[CH:17][CH:16]=2)=[O:12])[C:8]([O:21][CH2:22][C:23]2[CH:28]=[CH:27][CH:26]=[CH:25][CH:24]=2)=[CH:7][C:3]=1[C:4](O)=[O:5].C(N(C(C)C)CC)(C)C.[F:38][C:39]1([F:44])[CH2:43][CH2:42][NH:41][CH2:40]1.ON1C2N=CC=CC=2N=N1.C(Cl)CCl. (4) Given the product [N:34]1[C:35]2[C:30](=[CH:29][C:28]([C:25]3([C:22]4[N:20]5[CH:39]=[C:16]([C:14]6[CH:13]=[N:12][N:11]([CH:8]7[CH2:7][CH2:6][C:5](=[O:4])[CH2:10][CH2:9]7)[CH:15]=6)[CH:17]=[N:18][C:19]5=[N:24][CH:23]=4)[CH2:26][CH2:27]3)=[CH:37][CH:36]=2)[CH:31]=[CH:32][CH:33]=1, predict the reactants needed to synthesize it. The reactants are: O1[C:5]2([CH2:10][CH2:9][CH:8]([N:11]3[CH:15]=[C:14]([C:16]4[CH:17]=[N:18][C:19]5[N:20]([C:22]([C:25]6([C:28]7[CH:29]=[C:30]8[C:35](=[CH:36][CH:37]=7)[N:34]=[CH:33][CH:32]=[CH:31]8)[CH2:27][CH2:26]6)=[CH:23][N:24]=5)N=4)[CH:13]=[N:12]3)[CH2:7][CH2:6]2)[O:4]CC1.O1C2(CCC(O)CC2)OC[CH2:39]1. (5) Given the product [F:1][C:2]1[CH:7]=[CH:6][C:5]([CH:8]=[O:9])=[CH:4][C:3]=1[I:10], predict the reactants needed to synthesize it. The reactants are: [F:1][C:2]1[CH:7]=[CH:6][C:5]([CH2:8][OH:9])=[CH:4][C:3]=1[I:10].